This data is from Reaction yield outcomes from USPTO patents with 853,638 reactions. The task is: Predict the reaction yield, written as a fraction of the theoretical maximum amount of product (1.0 means a 100% yield; for example, 0.34 means a 34% yield). (1) The reactants are [Cl:1][C:2]1[CH:7]=[CH:6][C:5]([S:8]([NH:11][C@H:12]([CH2:17][OH:18])[C@@H:13]([CH3:16])[CH2:14][CH3:15])(=[O:10])=[O:9])=[CH:4][CH:3]=1.[C:19](=O)([O-])[O-].[K+].[K+].IC. The catalyst is CN(C=O)C. The product is [Cl:1][C:2]1[CH:3]=[CH:4][C:5]([S:8]([N:11]([CH3:19])[C@H:12]([CH2:17][OH:18])[C@@H:13]([CH3:16])[CH2:14][CH3:15])(=[O:9])=[O:10])=[CH:6][CH:7]=1. The yield is 0.680. (2) The reactants are C1C=CC2N(O)N=NC=2C=1.CCN(C(C)C)C(C)C.[F:20][C:21]([F:32])([F:31])[C:22]1[CH:30]=[CH:29][CH:28]=[CH:27][C:23]=1[C:24]([OH:26])=O.CCN=C=NCCCN(C)C.Cl.Cl.[CH2:46]([O:48][C:49](=[O:59])[CH2:50][C:51](=[O:58])[N:52]1[CH2:57][CH2:56][NH:55][CH2:54][CH2:53]1)[CH3:47]. The catalyst is CN(C=O)C.O. The product is [CH2:46]([O:48][C:49](=[O:59])[CH2:50][C:51](=[O:58])[N:52]1[CH2:57][CH2:56][N:55]([C:24](=[O:26])[C:23]2[CH:27]=[CH:28][CH:29]=[CH:30][C:22]=2[C:21]([F:20])([F:32])[F:31])[CH2:54][CH2:53]1)[CH3:47]. The yield is 0.480.